Dataset: Retrosynthesis with 50K atom-mapped reactions and 10 reaction types from USPTO. Task: Predict the reactants needed to synthesize the given product. (1) Given the product CC1(C)CN(Cc2ccccc2)CC2(CCNCC2)O1, predict the reactants needed to synthesize it. The reactants are: CC(C)(C)OC(=O)N1CCC2(CC1)CN(Cc1ccccc1)CC(C)(C)O2. (2) Given the product N[C@H]1CC[C@H](Nc2cc(I)c(Cl)cn2)CC1, predict the reactants needed to synthesize it. The reactants are: Fc1cc(I)c(Cl)cn1.N[C@H]1CC[C@H](N)CC1. (3) Given the product COc1cc[nH]c1/C=C1\C(=O)Nc2cccc(C#CC(O)c3cccc(N)c3)c21, predict the reactants needed to synthesize it. The reactants are: COc1cc[nH]c1/C=C1\C(=O)Nc2cccc(C#CC(O)c3cccc([N+](=O)[O-])c3)c21.